Task: Predict the product of the given reaction.. Dataset: Forward reaction prediction with 1.9M reactions from USPTO patents (1976-2016) (1) Given the reactants [CH2:1]([O:3][C:4]([C:6]1[C:15](=[O:16])[C:14]2[C:9](=[CH:10][C:11]([Cl:18])=[C:12]([F:17])[CH:13]=2)[N:8]([CH2:19][CH2:20][CH2:21][CH2:22][NH2:23])[CH:7]=1)=[O:5])[CH3:2].I[CH2:25][CH2:26][CH2:27][CH2:28][N:29]1[C:34](=[O:35])[CH:33]=[C:32]([NH:36][C:37]2[CH:42]=[CH:41][C:40]([CH3:43])=[C:39]([CH2:44][CH3:45])[CH:38]=2)[NH:31][C:30]1=[O:46].C(=O)([O-])[O-].[K+].[K+], predict the reaction product. The product is: [CH2:1]([O:3][C:4]([C:6]1[C:15](=[O:16])[C:14]2[C:9](=[CH:10][C:11]([Cl:18])=[C:12]([F:17])[CH:13]=2)[N:8]([CH2:19][CH2:20][CH2:21][CH2:22][NH:23][CH2:25][CH2:26][CH2:27][CH2:28][N:29]2[C:34](=[O:35])[CH:33]=[C:32]([NH:36][C:37]3[CH:42]=[CH:41][C:40]([CH3:43])=[C:39]([CH2:44][CH3:45])[CH:38]=3)[NH:31][C:30]2=[O:46])[CH:7]=1)=[O:5])[CH3:2]. (2) Given the reactants [CH3:1][O:2][C:3]1[CH:4]=[C:5]([NH:11][C:12]2[C:13]3[N:29]=[CH:28][S:27][C:14]=3[N:15]=[C:16]([N:18]3[CH2:22][CH2:21][CH:20]([C:23]([O:25]C)=[O:24])[CH2:19]3)[N:17]=2)[CH:6]=[CH:7][C:8]=1[O:9][CH3:10].[OH-].[Na+], predict the reaction product. The product is: [CH3:1][O:2][C:3]1[CH:4]=[C:5]([NH:11][C:12]2[C:13]3[N:29]=[CH:28][S:27][C:14]=3[N:15]=[C:16]([N:18]3[CH2:22][CH2:21][CH:20]([C:23]([OH:25])=[O:24])[CH2:19]3)[N:17]=2)[CH:6]=[CH:7][C:8]=1[O:9][CH3:10]. (3) Given the reactants [F:1][CH2:2][C@@H:3]1[C@@H:7]([C:8]2[CH:13]=[CH:12][C:11]([I:14])=[CH:10][CH:9]=2)[O:6][C:5]([CH3:16])([CH3:15])[NH:4]1.[C:17]([CH2:19][C:20](O)=[O:21])#[N:18].CN(C(ON1N=NC2C=CC=NC1=2)=[N+](C)C)C.F[P-](F)(F)(F)(F)F.C(N(CC)CC)C, predict the reaction product. The product is: [F:1][CH2:2][C@@H:3]1[C@@H:7]([C:8]2[CH:13]=[CH:12][C:11]([I:14])=[CH:10][CH:9]=2)[O:6][C:5]([CH3:16])([CH3:15])[N:4]1[C:20](=[O:21])[CH2:19][C:17]#[N:18]. (4) Given the reactants [C:1]1([CH2:7][OH:8])[CH2:6][CH2:5][CH2:4][CH2:3][CH:2]=1.CS(C)=O.[H-].[Na+].[CH2:15](Br)[C:16]1[CH:21]=[CH:20][CH:19]=[CH:18][CH:17]=1, predict the reaction product. The product is: [CH2:7]([O:8][CH2:15][CH:16]1[CH2:21][CH2:20][CH2:19][CH:18]=[CH:17]1)[C:1]1[CH:6]=[CH:5][CH:4]=[CH:3][CH:2]=1. (5) Given the reactants [NH2:1][C:2]1[C:11]([C:12]2[CH:17]=[CH:16][C:15]([N+:18]([O-:20])=[O:19])=[CH:14][CH:13]=2)=[N:10][C:9]([C:21]2[CH:26]=[CH:25][CH:24]=[C:23]([C:27]([F:30])([F:29])[F:28])[CH:22]=2)=[CH:8][C:3]=1[C:4]([O:6][CH3:7])=[O:5].N([O-])=O.[Na+].[N-:35]=[N+:36]=[N-].[Na+], predict the reaction product. The product is: [N:1]([C:2]1[C:11]([C:12]2[CH:13]=[CH:14][C:15]([N+:18]([O-:20])=[O:19])=[CH:16][CH:17]=2)=[N:10][C:9]([C:21]2[CH:26]=[CH:25][CH:24]=[C:23]([C:27]([F:30])([F:28])[F:29])[CH:22]=2)=[CH:8][C:3]=1[C:4]([O:6][CH3:7])=[O:5])=[N+:35]=[N-:36]. (6) Given the reactants C1(P(C2C=CC=CC=2)C2C=CC=CC=2)C=CC=CC=1.N(/C(OCC)=O)=N\C(OCC)=O.[Cl:32][C:33]1[C:34]([OH:40])=[CH:35][C:36](=[O:39])[NH:37][CH:38]=1.[F:41][C:42]([F:57])([F:56])[C:43]1[CH:44]=[N:45][C:46]([N:49]2[CH2:54][CH2:53][CH:52](O)[CH2:51][CH2:50]2)=[N:47][CH:48]=1, predict the reaction product. The product is: [Cl:32][C:33]1[C:34]([O:40][CH:52]2[CH2:53][CH2:54][N:49]([C:46]3[N:45]=[CH:44][C:43]([C:42]([F:41])([F:56])[F:57])=[CH:48][N:47]=3)[CH2:50][CH2:51]2)=[CH:35][C:36](=[O:39])[NH:37][CH:38]=1. (7) The product is: [CH3:18][C:15]1[CH:14]=[CH:13][C:12]2[CH2:11][CH2:10][CH2:9][C:8](=[O:21])[C:17]=2[N:16]=1. Given the reactants C(=[C:8]1[C:17]2[N:16]=[C:15]([CH3:18])[CH:14]=[CH:13][C:12]=2[CH2:11][CH2:10][CH2:9]1)C1C=CC=CC=1.CO.[O:21]=[O+][O-], predict the reaction product. (8) Given the reactants F[C:2]1[CH:7]=[C:6]([S:8]([CH3:11])(=[O:10])=[O:9])[CH:5]=[C:4]([F:12])[CH:3]=1.[CH2:13]([C:15]1[N:19]([C:20]2[CH:25]=[CH:24][C:23]([OH:26])=[CH:22][CH:21]=2)[C:18]2[CH:27]=[CH:28][CH:29]=[C:30]([C:31]([F:34])([F:33])[F:32])[C:17]=2[N:16]=1)[CH3:14], predict the reaction product. The product is: [CH2:13]([C:15]1[N:19]([C:20]2[CH:21]=[CH:22][C:23]([O:26][C:2]3[CH:7]=[C:6]([S:8]([CH3:11])(=[O:10])=[O:9])[CH:5]=[C:4]([F:12])[CH:3]=3)=[CH:24][CH:25]=2)[C:18]2[CH:27]=[CH:28][CH:29]=[C:30]([C:31]([F:34])([F:33])[F:32])[C:17]=2[N:16]=1)[CH3:14].